Dataset: Catalyst prediction with 721,799 reactions and 888 catalyst types from USPTO. Task: Predict which catalyst facilitates the given reaction. Reactant: [Si]([O:18][CH:19]1[CH2:22][N:21]([C:23]2[S:24][CH:25]=[C:26]([C:28]#[N:29])[N:27]=2)[CH2:20]1)(C(C)(C)C)(C1C=CC=CC=1)C1C=CC=CC=1.[F-].C([N+](CCCC)(CCCC)CCCC)CCC. Product: [C:28]([C:26]1[N:27]=[C:23]([N:21]2[CH2:22][CH:19]([OH:18])[CH2:20]2)[S:24][CH:25]=1)#[N:29]. The catalyst class is: 7.